Dataset: Reaction yield outcomes from USPTO patents with 853,638 reactions. Task: Predict the reaction yield, written as a fraction of the theoretical maximum amount of product (1.0 means a 100% yield; for example, 0.34 means a 34% yield). (1) The product is [CH3:1][C:2]1[CH:10]=[CH:9][C:5]([C:6]([NH:12][CH2:13][C:14](=[O:15])[N:16]2[CH2:17][CH2:18][N:19]([C:22](=[O:33])[C:23]3[CH:28]=[CH:27][CH:26]=[CH:25][C:24]=3[C:29]([F:30])([F:32])[F:31])[CH2:20][CH2:21]2)=[O:7])=[CH:4][CH:3]=1. The yield is 0.740. The catalyst is C(Cl)Cl. The reactants are [CH3:1][C:2]1[CH:10]=[CH:9][C:5]([C:6](Cl)=[O:7])=[CH:4][CH:3]=1.Cl.[NH2:12][CH2:13][C:14]([N:16]1[CH2:21][CH2:20][N:19]([C:22](=[O:33])[C:23]2[CH:28]=[CH:27][CH:26]=[CH:25][C:24]=2[C:29]([F:32])([F:31])[F:30])[CH2:18][CH2:17]1)=[O:15].C(N(CC)CC)C.O. (2) The reactants are [CH3:1][C:2]1[CH:7]=[C:6]([O:8][CH3:9])[C:5](I)=[CH:4][C:3]=1[C:11]1[C:20]2[C:15](=[CH:16][CH:17]=[CH:18][C:19]=2[C:21]2[CH:26]=[C:25](I)[C:24]([O:28][CH3:29])=[CH:23][C:22]=2[CH3:30])[CH:14]=[CH:13][CH:12]=1.[C:31]1(B(O)O)[CH:36]=[CH:35][CH:34]=[CH:33][CH:32]=1.[O-]P([O-])([O-])=O.[K+].[K+].[K+]. The catalyst is C1(C)C=CC=CC=1.C1C=CC([P]([Pd]([P](C2C=CC=CC=2)(C2C=CC=CC=2)C2C=CC=CC=2)([P](C2C=CC=CC=2)(C2C=CC=CC=2)C2C=CC=CC=2)[P](C2C=CC=CC=2)(C2C=CC=CC=2)C2C=CC=CC=2)(C2C=CC=CC=2)C2C=CC=CC=2)=CC=1. The product is [CH3:29][O:28][C:24]1[C:25]([C:31]2[CH:36]=[CH:35][CH:34]=[CH:33][CH:32]=2)=[CH:26][C:21]([C:19]2[C:20]3[C:15](=[CH:14][CH:13]=[CH:12][C:11]=3[C:3]3[CH:4]=[C:5]([C:2]4[CH:7]=[CH:6][CH:5]=[CH:4][CH:3]=4)[C:6]([O:8][CH3:9])=[CH:7][C:2]=3[CH3:1])[CH:16]=[CH:17][CH:18]=2)=[C:22]([CH3:30])[CH:23]=1. The yield is 0.870. (3) The reactants are Br[CH2:2][C:3]([NH:5][CH2:6][C:7]#[CH:8])=[O:4].[CH3:9][N:10]1[CH2:15][CH2:14][NH:13][CH2:12][CH2:11]1. The catalyst is C(Cl)Cl. The product is [CH3:9][N:10]1[CH2:15][CH2:14][N:13]([CH2:2][C:3]([NH:5][CH2:6][C:7]#[CH:8])=[O:4])[CH2:12][CH2:11]1. The yield is 0.490. (4) The reactants are [CH3:1][O:2][C:3]([C:5]1[CH:13]=[C:12]2[C:8]([CH:9]=[CH:10][N:11]2[CH2:14][CH3:15])=[CH:7][CH:6]=1)=[O:4].O=P(Cl)(Cl)Cl.[OH-].[Na+].CN([CH:26]=[O:27])C. No catalyst specified. The yield is 0.960. The product is [CH3:1][O:2][C:3]([C:5]1[CH:13]=[C:12]2[C:8]([C:9]([CH:26]=[O:27])=[CH:10][N:11]2[CH2:14][CH3:15])=[CH:7][CH:6]=1)=[O:4]. (5) The reactants are [Cl:1][C:2]1[CH:7]=[CH:6][C:5]([C:8]2[N:9]([CH2:23][C@H:24]([OH:29])[C:25]([F:28])([F:27])[F:26])[C:10](=[O:22])[N:11]([CH2:13][C:14]3[N:18]=[C:17]([CH:19]([OH:21])[CH3:20])[NH:16][N:15]=3)[N:12]=2)=[CH:4][CH:3]=1.[CH3:30][C:31]1[CH:36]=[CH:35][CH:34]=[CH:33][C:32]=1B(O)O.B(O)O. The catalyst is N1C=CC=CC=1.C([O-])(=O)C.[Cu+2].C([O-])(=O)C. The product is [Cl:1][C:2]1[CH:3]=[CH:4][C:5]([C:8]2[N:9]([CH2:23][C@H:24]([OH:29])[C:25]([F:26])([F:28])[F:27])[C:10](=[O:22])[N:11]([CH2:13][C:14]3[N:18]=[C:17]([CH:19]([OH:21])[CH3:20])[N:16]([C:32]4[CH:33]=[CH:34][CH:35]=[CH:36][C:31]=4[CH3:30])[N:15]=3)[N:12]=2)=[CH:6][CH:7]=1. The yield is 0.172. (6) The reactants are C(O)(C(F)(F)F)=O.C(OC(=O)[NH:14][C@H:15]([C:17]1[N:21]([C:22]2[CH:23]=[N:24][N:25]([CH3:27])[CH:26]=2)[C:20]2[CH:28]=[C:29]([F:32])[CH:30]=[CH:31][C:19]=2[N:18]=1)[CH3:16])(C)(C)C. The catalyst is C(Cl)Cl. The product is [F:32][C:29]1[CH:30]=[CH:31][C:19]2[N:18]=[C:17]([C@@H:15]([NH2:14])[CH3:16])[N:21]([C:22]3[CH:23]=[N:24][N:25]([CH3:27])[CH:26]=3)[C:20]=2[CH:28]=1. The yield is 0.590.